Dataset: NCI-60 drug combinations with 297,098 pairs across 59 cell lines. Task: Regression. Given two drug SMILES strings and cell line genomic features, predict the synergy score measuring deviation from expected non-interaction effect. Drug 1: C1=C(C(=O)NC(=O)N1)F. Drug 2: CS(=O)(=O)OCCCCOS(=O)(=O)C. Cell line: A549. Synergy scores: CSS=58.5, Synergy_ZIP=1.77, Synergy_Bliss=-0.533, Synergy_Loewe=-7.03, Synergy_HSA=2.56.